This data is from Forward reaction prediction with 1.9M reactions from USPTO patents (1976-2016). The task is: Predict the product of the given reaction. (1) The product is: [OH:32][C@H:31]([C:33]1[CH:34]=[CH:35][C:36]([OH:44])=[C:37]([NH:39][S:40]([CH3:43])(=[O:42])=[O:41])[CH:38]=1)[CH2:30][NH:29][CH:23]1[CH2:22][CH2:21][N:20]([C:17]2[CH:16]=[CH:15][C:14]([C:13]([NH:12][CH2:11][CH2:10][C:9]([OH:8])=[O:28])=[O:27])=[CH:19][CH:18]=2)[CH2:25][CH2:24]1. Given the reactants C([O:8][C:9](=[O:28])[CH2:10][CH2:11][NH:12][C:13](=[O:27])[C:14]1[CH:19]=[CH:18][C:17]([N:20]2[CH2:25][CH2:24][C:23](=O)[CH2:22][CH2:21]2)=[CH:16][CH:15]=1)C1C=CC=CC=1.[NH2:29][CH2:30][C@@H:31]([C:33]1[CH:34]=[CH:35][C:36]([OH:44])=[C:37]([NH:39][S:40]([CH3:43])(=[O:42])=[O:41])[CH:38]=1)[OH:32], predict the reaction product. (2) Given the reactants [CH2:1]([O:5][C:6]1[N:14]=[C:13]2[C:9]([N:10]=[C:11]([O:23]C)[N:12]2[CH2:15][CH2:16][CH:17]2[CH2:22][CH2:21][NH:20][CH2:19][CH2:18]2)=[C:8]([NH2:25])[N:7]=1)[CH2:2][CH2:3][CH3:4].I[CH:27]1[CH2:32][CH2:31][CH2:30][CH2:29][CH2:28]1, predict the reaction product. The product is: [NH2:25][C:8]1[N:7]=[C:6]([O:5][CH2:1][CH2:2][CH2:3][CH3:4])[N:14]=[C:13]2[C:9]=1[NH:10][C:11](=[O:23])[N:12]2[CH2:15][CH2:16][CH:17]1[CH2:22][CH2:21][N:20]([CH:27]2[CH2:32][CH2:31][CH2:30][CH2:29][CH2:28]2)[CH2:19][CH2:18]1. (3) The product is: [F:24][C:19]1[CH:20]=[CH:21][CH:22]=[CH:23][C:18]=1[CH2:17][C:10]1[N:9]=[C:8]([C:6]2[N:7]=[C:2]([I:39])[C:3]3[C:27]([CH3:28])([CH3:29])[C:26](=[O:30])[NH:25][C:4]=3[N:5]=2)[N:12]2[CH:13]=[CH:14][CH:15]=[N:16][C:11]=12. Given the reactants N[C:2]1[C:3]2[C:27]([CH3:29])([CH3:28])[C:26](=[O:30])[NH:25][C:4]=2[N:5]=[C:6]([C:8]2[N:12]3[CH:13]=[CH:14][CH:15]=[N:16][C:11]3=[C:10]([CH2:17][C:18]3[CH:23]=[CH:22][CH:21]=[CH:20][C:19]=3[F:24])[N:9]=2)[N:7]=1.N(OCCC(C)C)=O.[I:39]CI, predict the reaction product. (4) Given the reactants [CH2:1]([O:8][CH2:9][CH2:10][CH2:11][CH2:12][CH2:13][CH2:14][CH2:15][CH2:16][O:17][CH2:18][CH2:19][CH2:20][CH2:21][CH2:22][CH2:23][CH2:24][CH2:25][CH2:26][CH2:27][P:28](=[O:35])([O:32]CC)[O:29]CC)[C:2]1[CH:7]=[CH:6][CH:5]=[CH:4][CH:3]=1.Br[Si](C)(C)C.O, predict the reaction product. The product is: [CH2:1]([O:8][CH2:9][CH2:10][CH2:11][CH2:12][CH2:13][CH2:14][CH2:15][CH2:16][O:17][CH2:18][CH2:19][CH2:20][CH2:21][CH2:22][CH2:23][CH2:24][CH2:25][CH2:26][CH2:27][P:28](=[O:29])([OH:32])[OH:35])[C:2]1[CH:3]=[CH:4][CH:5]=[CH:6][CH:7]=1.